Dataset: Full USPTO retrosynthesis dataset with 1.9M reactions from patents (1976-2016). Task: Predict the reactants needed to synthesize the given product. (1) Given the product [Cl:20][CH2:19][CH2:18][CH2:17][CH2:16][C:5]1([CH2:1][CH:2]([CH3:4])[CH3:3])[C:13]2[C:8](=[CH:9][CH:10]=[CH:11][CH:12]=2)[NH:7][C:6]1=[O:14], predict the reactants needed to synthesize it. The reactants are: [CH2:1]([CH:5]1[C:13]2[C:8](=[CH:9][CH:10]=[CH:11][CH:12]=2)[NH:7][C:6]1=[O:14])[CH:2]([CH3:4])[CH3:3].Br[CH2:16][CH2:17][CH2:18][CH2:19][Cl:20]. (2) Given the product [CH3:39][N:20]([CH2:19][C:18]1[CH:35]=[CH:36][C:15]([C:12]2[N:13]=[CH:14][N:10]([C:7]3[CH:8]=[CH:9][C:4]([O:3][C:2]([F:1])([F:37])[F:38])=[CH:5][CH:6]=3)[N:11]=2)=[CH:16][CH:17]=1)[O:21][C@H:22]1[C@H:27]([O:28][CH3:29])[C@H:26]([O:30][CH3:31])[C@@H:25]([O:32][CH3:33])[C@H:24]([CH3:34])[O:23]1, predict the reactants needed to synthesize it. The reactants are: [F:1][C:2]([F:38])([F:37])[O:3][C:4]1[CH:9]=[CH:8][C:7]([N:10]2[CH:14]=[N:13][C:12]([C:15]3[CH:36]=[CH:35][C:18]([CH2:19][NH:20][O:21][C@H:22]4[C@H:27]([O:28][CH3:29])[C@H:26]([O:30][CH3:31])[C@@H:25]([O:32][CH3:33])[C@H:24]([CH3:34])[O:23]4)=[CH:17][CH:16]=3)=[N:11]2)=[CH:6][CH:5]=1.[CH:39](N(C(C)C)CC)(C)C.CI. (3) The reactants are: [C:1]([O:5][C:6](=[O:18])[CH2:7][N:8]1[C:16]2[C:11](=[CH:12][CH:13]=[C:14](O)[CH:15]=2)[CH:10]=[CH:9]1)([CH3:4])([CH3:3])[CH3:2].[Cl:19][C:20]1[CH:25]=[CH:24][C:23]([C:26]2[N:30]([CH3:31])[N:29]=[C:28]([CH2:32][OH:33])[CH:27]=2)=[CH:22][CH:21]=1.CN(C)C(N=NC(N(C)C)=O)=O.C(P(CCCC)CCCC)CCC. Given the product [C:1]([O:5][C:6](=[O:18])[CH2:7][N:8]1[C:16]2[C:11](=[CH:12][C:13]([O:33][CH2:32][C:28]3[CH:27]=[C:26]([C:23]4[CH:24]=[CH:25][C:20]([Cl:19])=[CH:21][CH:22]=4)[N:30]([CH3:31])[N:29]=3)=[CH:14][CH:15]=2)[CH:10]=[CH:9]1)([CH3:4])([CH3:3])[CH3:2], predict the reactants needed to synthesize it. (4) Given the product [Cl:1][C:2]1[CH:3]=[C:4]([C:9]2[S:13][C:12]([CH2:14][N:28]3[CH:32]=[C:31]([C:33]([O:35][CH2:36][CH3:37])=[O:34])[CH:30]=[N:29]3)=[N:11][CH:10]=2)[CH:5]=[CH:6][C:7]=1[Cl:8], predict the reactants needed to synthesize it. The reactants are: [Cl:1][C:2]1[CH:3]=[C:4]([C:9]2[S:13][C:12]([CH2:14]O)=[N:11][CH:10]=2)[CH:5]=[CH:6][C:7]=1[Cl:8].C(N(CC)CC)C.CS(Cl)(=O)=O.[NH:28]1[CH:32]=[C:31]([C:33]([O:35][CH2:36][CH3:37])=[O:34])[CH:30]=[N:29]1.C(=O)([O-])[O-].[K+].[K+]. (5) Given the product [CH2:1]([C:3]1[N:7]([C:8]2[C:16]3[O:15][CH2:14][C@@H:13]([NH:17][C:18]4[CH:31]=[CH:30][C:21]5[C@H:22]([CH2:25][C:26]([OH:28])=[O:27])[CH2:23][O:24][C:20]=5[CH:19]=4)[C:12]=3[CH:11]=[CH:10][CH:9]=2)[C:6]2[CH:38]=[C:39]([O:42][CH3:43])[CH:40]=[CH:41][C:5]=2[N:4]=1)[CH3:2], predict the reactants needed to synthesize it. The reactants are: [CH2:1]([C:3]1[N:7]([C:8]2[C:16]3[O:15][CH2:14][C@@H:13]([N:17](C(=O)C(F)(F)F)[C:18]4[CH:31]=[CH:30][C:21]5[C@H:22]([CH2:25][C:26]([O:28]C)=[O:27])[CH2:23][O:24][C:20]=5[CH:19]=4)[C:12]=3[CH:11]=[CH:10][CH:9]=2)[C:6]2[CH:38]=[C:39]([O:42][CH3:43])[CH:40]=[CH:41][C:5]=2[N:4]=1)[CH3:2].[OH-].[Na+].Cl.